From a dataset of Full USPTO retrosynthesis dataset with 1.9M reactions from patents (1976-2016). Predict the reactants needed to synthesize the given product. (1) Given the product [C:22]([O:21][C:19]([C:18]1[CH:17]=[CH:16][C:15]([NH:14][C:2]2[C:7]([C:8]([O:10][CH2:11][CH3:12])=[O:9])=[CH:6][N:5]=[C:4]([Cl:13])[CH:3]=2)=[CH:27][CH:26]=1)=[O:20])([CH3:25])([CH3:23])[CH3:24], predict the reactants needed to synthesize it. The reactants are: Cl[C:2]1[C:7]([C:8]([O:10][CH2:11][CH3:12])=[O:9])=[CH:6][N:5]=[C:4]([Cl:13])[CH:3]=1.[NH2:14][C:15]1[CH:27]=[CH:26][C:18]([C:19]([O:21][C:22]([CH3:25])([CH3:24])[CH3:23])=[O:20])=[CH:17][CH:16]=1.C(#N)C. (2) Given the product [Cl:1][C:2]1[CH:3]=[CH:4][C:5]([O:16][C:17]([CH3:18])([C:19]2[N:23]([CH3:24])[C:22]([C:25]3[CH:30]=[CH:29][CH:28]=[CH:27][C:26]=3[C:31]([F:34])([F:32])[F:33])=[N:21][N:20]=2)[CH3:35])=[C:6]([C:8]2[O:9][CH:10]=[C:11]([C:13]#[N:55])[N:12]=2)[CH:7]=1, predict the reactants needed to synthesize it. The reactants are: [Cl:1][C:2]1[CH:3]=[CH:4][C:5]([O:16][C:17]([CH3:35])([C:19]2[N:23]([CH3:24])[C:22]([C:25]3[CH:30]=[CH:29][CH:28]=[CH:27][C:26]=3[C:31]([F:34])([F:33])[F:32])=[N:21][N:20]=2)[CH3:18])=[C:6]([C:8]2[O:9][CH:10]=[C:11]([C:13](O)=O)[N:12]=2)[CH:7]=1.FC(F)(F)S(OS(C(F)(F)F)(=O)=O)(=O)=O.C1CCN2C(=[N:55]CCC2)CC1.FC(F)(F)C(OC(=O)C(F)(F)F)=O.C(=O)(O)[O-].[Na+]. (3) The reactants are: [OH:1][C:2]1[CH:7]=[CH:6][CH:5]=[CH:4][C:3]=1[S:8][CH3:9].F[C:11]1[CH:16]=[CH:15][C:14](F)=[CH:13][C:12]=1[N+:18]([O-:20])=[O:19].[F:21][C:22]1[CH:28]=[CH:27][C:25]([NH2:26])=[C:24]([O:29][C:30]2[CH:35]=[CH:34][CH:33]=[CH:32][C:31]=2[S:36][CH3:37])[CH:23]=1.[NH2:38][C:39]1[S:40][CH:41]=[CH:42][N:43]=1. Given the product [F:21][C:15]1[CH:14]=[CH:13][C:12]([N+:18]([O-:20])=[O:19])=[C:11]([O:1][C:2]2[CH:7]=[CH:6][CH:5]=[CH:4][C:3]=2[S:8][CH3:9])[CH:16]=1.[F:21][C:22]1[CH:28]=[CH:27][C:25]([NH:26][C:2]([NH:38][C:39]2[S:40][CH:41]=[CH:42][N:43]=2)=[O:1])=[C:24]([O:29][C:30]2[CH:35]=[CH:34][CH:33]=[CH:32][C:31]=2[S:36][CH3:37])[CH:23]=1, predict the reactants needed to synthesize it. (4) Given the product [NH2:16][C:8]1[CH:7]=[C:6]([S:3]([NH:2][CH3:1])(=[O:5])=[O:4])[CH:11]=[CH:10][C:9]=1[O:12][CH:13]([CH3:15])[CH3:14], predict the reactants needed to synthesize it. The reactants are: [CH3:1][NH:2][S:3]([C:6]1[CH:11]=[CH:10][C:9]([O:12][CH:13]([CH3:15])[CH3:14])=[C:8]([N+:16]([O-])=O)[CH:7]=1)(=[O:5])=[O:4].